This data is from Forward reaction prediction with 1.9M reactions from USPTO patents (1976-2016). The task is: Predict the product of the given reaction. (1) Given the reactants Br[C:2]1[N:3]=[C:4]([NH:10][C:11]2[CH:12]=[N:13][N:14]([CH2:16][CH3:17])[CH:15]=2)[C:5](=[O:9])[N:6]([CH3:8])[CH:7]=1.[C:18]([O:21][CH2:22][C:23]1[C:24]([N:32]2[N:41]=[CH:40][C:39]3[C:34](=[C:35]([F:46])[CH:36]=[C:37]([C:42]([CH3:45])([CH3:44])[CH3:43])[CH:38]=3)[C:33]2=[O:47])=[N:25][CH:26]=[CH:27][C:28]=1B(O)O)(=[O:20])[CH3:19].[O-]P([O-])([O-])=O.[K+].[K+].[K+].C([O-])(=O)C.[Na+], predict the reaction product. The product is: [C:18]([O:21][CH2:22][C:23]1[C:24]([N:32]2[N:41]=[CH:40][C:39]3[C:34](=[C:35]([F:46])[CH:36]=[C:37]([C:42]([CH3:44])([CH3:43])[CH3:45])[CH:38]=3)[C:33]2=[O:47])=[N:25][CH:26]=[CH:27][C:28]=1[C:2]1[N:3]=[C:4]([NH:10][C:11]2[CH:12]=[N:13][N:14]([CH2:16][CH3:17])[CH:15]=2)[C:5](=[O:9])[N:6]([CH3:8])[CH:7]=1)(=[O:20])[CH3:19]. (2) Given the reactants [Si:1]([O:8]C[C@@H]1CCCN1)([C:4]([CH3:7])([CH3:6])[CH3:5])(C)C.CC(C)([O-])C.[Na+].Br[C:22]1[CH:23]=[N:24][CH:25]=[C:26]([Br:28])[CH:27]=1.[NH4+:29].[Cl-].[C:31]1([CH3:37])[CH:36]=[CH:35][CH:34]=[CH:33][CH:32]=1, predict the reaction product. The product is: [Br:28][C:26]1[CH:25]=[N:24][CH:23]=[C:22]([N:29]2[CH2:33][CH2:34][CH2:35][C@H:36]2[C:31]([CH3:32])([CH3:37])[O:8][SiH2:1][C:4]([CH3:7])([CH3:6])[CH3:5])[CH:27]=1. (3) The product is: [O:10]=[C:2]1[NH:3][C:4]2=[N:5][CH:6]=[CH:7][CH:8]=[C:9]2[O:1]1.[CH3:19][CH2:18][CH:17]([C:2]([NH2:3])=[O:1])[CH2:16][CH2:15][CH3:14]. Given the reactants [O:1]1[C:9]2[C:4](=[N:5][CH:6]=[CH:7][CH:8]=2)[NH:3][C:2]1=[O:10].N([CH2:14][CH2:15][CH2:16][CH2:17][CH2:18][CH3:19])=C=O, predict the reaction product. (4) Given the reactants [Cl:1][C:2]1[CH:7]=[C:6]([Cl:8])[CH:5]=[CH:4][C:3]=1[CH2:9][C:10]([OH:12])=[O:11].Cl.[CH3:14]O, predict the reaction product. The product is: [Cl:1][C:2]1[CH:7]=[C:6]([Cl:8])[CH:5]=[CH:4][C:3]=1[CH2:9][C:10]([O:12][CH3:14])=[O:11]. (5) Given the reactants CCN([CH:7]([CH3:9])C)C(C)C.F[P-](F)(F)(F)(F)F.CN(C(N(C)C)=[N+]1[C:29]2[C:24](=N[CH:26]=[CH:27][CH:28]=2)[N+]([O-])=N1)C.Cl.CN[O:37][CH3:38].[CH3:39][N:40](C)[CH:41]=[O:42], predict the reaction product. The product is: [CH3:38][O:37][N:40]([CH3:39])[C:41]([C:26]12[CH2:24][CH:29]([CH2:7][CH2:9]1)[CH2:28][CH2:27]2)=[O:42]. (6) Given the reactants [CH2:1]([O:8][CH2:9][C:10]1([CH3:20])[CH2:19][CH2:18][CH2:17][C:12]2(OCC[O:13]2)[CH2:11]1)[C:2]1[CH:7]=[CH:6][CH:5]=[CH:4][CH:3]=1.CC(C)=O.C1(C)C=CC(S([O-])(=O)=O)=CC=1.[NH+]1C=CC=CC=1, predict the reaction product. The product is: [CH2:1]([O:8][CH2:9][C:10]1([CH3:20])[CH2:19][CH2:18][CH2:17][C:12](=[O:13])[CH2:11]1)[C:2]1[CH:7]=[CH:6][CH:5]=[CH:4][CH:3]=1. (7) Given the reactants [C:1]([O:4][C@H:5]1[CH2:22][CH2:21][C@@:20]2([CH3:23])[C@@H:7]([CH2:8][CH2:9][C@:10]3([CH3:40])[C@@H:19]2[CH2:18][CH2:17][C@H:16]2[C@@:11]3([CH3:39])[CH2:12][CH2:13][C@@:14]3([CH:31]([CH:33]4SCCCS4)[OH:32])[CH2:26][C:25](=[O:27])[C:24]([CH:28]([CH3:30])[CH3:29])=[C:15]32)[C:6]1([CH3:42])[CH3:41])(=[O:3])[CH3:2].C1C(=O)N(Br)C(=[O:46])C1, predict the reaction product. The product is: [C:1]([O:4][C@H:5]1[CH2:22][CH2:21][C@@:20]2([CH3:23])[C@@H:7]([CH2:8][CH2:9][C@:10]3([CH3:40])[C@@H:19]2[CH2:18][CH2:17][C@H:16]2[C@@:11]3([CH3:39])[CH2:12][CH2:13][C@@:14]3([CH:31]([OH:32])[CH:33]=[O:46])[CH2:26][C:25](=[O:27])[C:24]([CH:28]([CH3:30])[CH3:29])=[C:15]32)[C:6]1([CH3:42])[CH3:41])(=[O:3])[CH3:2]. (8) Given the reactants Cl[C:2]1[CH:7]=[C:6]([NH:8][C:9]2[C:18]([F:19])=[CH:17][CH:16]=[CH:15][C:10]=2[C:11]([NH:13][CH3:14])=[O:12])[C:5]([Cl:20])=[CH:4][N:3]=1.[CH3:21][N:22]([CH2:24][C:25]1[CH:26]=[C:27]([NH2:32])[N:28]([CH2:30][CH3:31])[N:29]=1)[CH3:23].C(=O)([O-])[O-].[Cs+].[Cs+].CC1(C)C2C(=C(P(C3C=CC=CC=3)C3C=CC=CC=3)C=CC=2)OC2C(P(C3C=CC=CC=3)C3C=CC=CC=3)=CC=CC1=2, predict the reaction product. The product is: [Cl:20][C:5]1[C:6]([NH:8][C:9]2[C:18]([F:19])=[CH:17][CH:16]=[CH:15][C:10]=2[C:11]([NH:13][CH3:14])=[O:12])=[CH:7][C:2]([NH:32][C:27]2[N:28]([CH2:30][CH3:31])[N:29]=[C:25]([CH2:24][N:22]([CH3:21])[CH3:23])[CH:26]=2)=[N:3][CH:4]=1. (9) Given the reactants [N+:1]([C:4]1[CH:5]=[C:6]([C:12]2[O:13][C:14]3[CH:20]=[CH:19][C:18](Br)=[CH:17][C:15]=3[N:16]=2)[CH:7]=[CH:8][C:9]=1[O:10][CH3:11])([O-:3])=[O:2].[Cl:22][C:23]1[CH:28]=[CH:27][C:26](B(O)O)=[CH:25][C:24]=1[CH3:32], predict the reaction product. The product is: [N+:1]([C:4]1[CH:5]=[C:6]([C:12]2[O:13][C:14]3[CH:20]=[CH:19][C:18]([C:26]4[CH:27]=[CH:28][C:23]([Cl:22])=[C:24]([CH3:32])[CH:25]=4)=[CH:17][C:15]=3[N:16]=2)[CH:7]=[CH:8][C:9]=1[O:10][CH3:11])([O-:3])=[O:2].